This data is from Forward reaction prediction with 1.9M reactions from USPTO patents (1976-2016). The task is: Predict the product of the given reaction. Given the reactants [Cl:1][C:2]1[N:7]=[CH:6][C:5](B(O)O)=[CH:4][N:3]=1.Br[CH2:12][C:13]1[CH:18]=[CH:17][CH:16]=[CH:15][C:14]=1[F:19].C([O-])([O-])=O.[Na+].[Na+], predict the reaction product. The product is: [Cl:1][C:2]1[N:7]=[CH:6][C:5]([CH2:12][C:13]2[CH:18]=[CH:17][CH:16]=[CH:15][C:14]=2[F:19])=[CH:4][N:3]=1.